The task is: Regression. Given a peptide amino acid sequence and an MHC pseudo amino acid sequence, predict their binding affinity value. This is MHC class I binding data.. This data is from Peptide-MHC class I binding affinity with 185,985 pairs from IEDB/IMGT. (1) The peptide sequence is RPNMSRHHF. The MHC is HLA-A02:03 with pseudo-sequence HLA-A02:03. The binding affinity (normalized) is 0. (2) The binding affinity (normalized) is 0.459. The peptide sequence is YARLRKEVL. The MHC is HLA-B08:02 with pseudo-sequence HLA-B08:02. (3) The peptide sequence is ISVQPLWEW. The MHC is HLA-A01:01 with pseudo-sequence HLA-A01:01. The binding affinity (normalized) is 0.0847. (4) The peptide sequence is MPCMINDTHF. The MHC is HLA-B53:01 with pseudo-sequence HLA-B53:01. The binding affinity (normalized) is 0.675. (5) The peptide sequence is RERIRYFHY. The MHC is HLA-A30:01 with pseudo-sequence HLA-A30:01. The binding affinity (normalized) is 0.264. (6) The peptide sequence is AMAETGCDA. The MHC is HLA-A01:01 with pseudo-sequence HLA-A01:01. The binding affinity (normalized) is 0.0847. (7) The peptide sequence is DISVNASKT. The MHC is HLA-A68:02 with pseudo-sequence HLA-A68:02. The binding affinity (normalized) is 0.0317.